This data is from NCI-60 drug combinations with 297,098 pairs across 59 cell lines. The task is: Regression. Given two drug SMILES strings and cell line genomic features, predict the synergy score measuring deviation from expected non-interaction effect. Drug 1: C(=O)(N)NO. Drug 2: C1C(C(OC1N2C=NC(=NC2=O)N)CO)O. Cell line: UACC62. Synergy scores: CSS=2.58, Synergy_ZIP=-0.328, Synergy_Bliss=1.22, Synergy_Loewe=-1.38, Synergy_HSA=0.352.